This data is from Reaction yield outcomes from USPTO patents with 853,638 reactions. The task is: Predict the reaction yield, written as a fraction of the theoretical maximum amount of product (1.0 means a 100% yield; for example, 0.34 means a 34% yield). (1) The reactants are [NH:1]1[C:9]2[C:4](=[CH:5][CH:6]=[CH:7][CH:8]=2)[C:3]([C@H:10]2[C:18]3[C:13](=[CH:14][CH:15]=[CH:16][CH:17]=3)[C:12](=O)[CH2:11]2)=[CH:2]1.[CH3:20][NH2:21].C(O[Si](OCC)(OCC)OCC)C.[H][H]. The catalyst is CO.O=[Pt]=O. The product is [NH:1]1[C:9]2[C:4](=[CH:5][CH:6]=[CH:7][CH:8]=2)[C:3]([C@H:10]2[C:18]3[C:13](=[CH:14][CH:15]=[CH:16][CH:17]=3)[C@@H:12]([NH:21][CH3:20])[CH2:11]2)=[CH:2]1. The yield is 0.660. (2) The reactants are [Cl:1][C:2]1[C:7]2[C:8](=O)[N:9](CC3C=CC(OC)=CC=3OC)[CH:10]([CH3:11])[C:6]=2[C:5]([F:24])=[C:4]([Cl:25])[N:3]=1.C([SiH](CC)CC)C. The catalyst is C(O)(C(F)(F)F)=O. The product is [Cl:1][C:2]1[C:7]2[CH:8]=[N:9][CH:10]([CH3:11])[C:6]=2[C:5]([F:24])=[C:4]([Cl:25])[N:3]=1. The yield is 0.850. (3) The reactants are [C:1]([C:5]1[CH:13]=[CH:12][CH:11]=[CH:10][C:6]=1[C:7]([OH:9])=O)([CH3:4])([CH3:3])[CH3:2].CN1CCN(C)CC1.ClC1N=C(OC)N=C(OC)N=1.[CH2:33]([NH2:40])[C:34]1[CH:39]=[CH:38][CH:37]=[CH:36][CH:35]=1.C(O)(=O)CC(CC(O)=O)(C(O)=O)O. The catalyst is ClCCl.C1COCC1. The product is [CH2:33]([NH:40][C:7](=[O:9])[C:6]1[CH:10]=[CH:11][CH:12]=[CH:13][C:5]=1[C:1]([CH3:2])([CH3:3])[CH3:4])[C:34]1[CH:39]=[CH:38][CH:37]=[CH:36][CH:35]=1. The yield is 0.930.